Dataset: Peptide-MHC class I binding affinity with 185,985 pairs from IEDB/IMGT. Task: Regression. Given a peptide amino acid sequence and an MHC pseudo amino acid sequence, predict their binding affinity value. This is MHC class I binding data. The peptide sequence is APSYRNFSF. The MHC is HLA-B58:01 with pseudo-sequence HLA-B58:01. The binding affinity (normalized) is 0.0847.